This data is from NCI-60 drug combinations with 297,098 pairs across 59 cell lines. The task is: Regression. Given two drug SMILES strings and cell line genomic features, predict the synergy score measuring deviation from expected non-interaction effect. (1) Drug 1: CCC1=CC2CC(C3=C(CN(C2)C1)C4=CC=CC=C4N3)(C5=C(C=C6C(=C5)C78CCN9C7C(C=CC9)(C(C(C8N6C)(C(=O)OC)O)OC(=O)C)CC)OC)C(=O)OC.C(C(C(=O)O)O)(C(=O)O)O. Drug 2: B(C(CC(C)C)NC(=O)C(CC1=CC=CC=C1)NC(=O)C2=NC=CN=C2)(O)O. Cell line: ACHN. Synergy scores: CSS=31.2, Synergy_ZIP=-0.513, Synergy_Bliss=3.65, Synergy_Loewe=3.39, Synergy_HSA=2.91. (2) Drug 1: CCC1=CC2CC(C3=C(CN(C2)C1)C4=CC=CC=C4N3)(C5=C(C=C6C(=C5)C78CCN9C7C(C=CC9)(C(C(C8N6C)(C(=O)OC)O)OC(=O)C)CC)OC)C(=O)OC.C(C(C(=O)O)O)(C(=O)O)O. Drug 2: CC1=C2C(C(=O)C3(C(CC4C(C3C(C(C2(C)C)(CC1OC(=O)C(C(C5=CC=CC=C5)NC(=O)C6=CC=CC=C6)O)O)OC(=O)C7=CC=CC=C7)(CO4)OC(=O)C)O)C)OC(=O)C. Cell line: SK-OV-3. Synergy scores: CSS=65.3, Synergy_ZIP=-4.69, Synergy_Bliss=-5.59, Synergy_Loewe=-6.31, Synergy_HSA=-0.839.